From a dataset of Reaction yield outcomes from USPTO patents with 853,638 reactions. Predict the reaction yield, written as a fraction of the theoretical maximum amount of product (1.0 means a 100% yield; for example, 0.34 means a 34% yield). (1) The reactants are [S:1]1[CH:5]=[CH:4][CH:3]=[C:2]1[C:6]([C:8]1[CH:9]=[N:10][N:11]2[C:16]([C:17]3[CH:18]=[C:19]([CH:23]=[CH:24][CH:25]=3)[C:20]([OH:22])=O)=[CH:15][CH:14]=[N:13][C:12]=12)=[O:7].C(N(C(C)C)CC)(C)C.F[P-](F)(F)(F)(F)F.N1(O[P+](N2CCCC2)(N2CCCC2)N2CCCC2)C2C=CC=CC=2N=N1.[CH2:68]([NH2:72])[CH:69]([CH3:71])[CH3:70]. The catalyst is C(Cl)Cl. The product is [CH2:68]([NH:72][C:20](=[O:22])[C:19]1[CH:23]=[CH:24][CH:25]=[C:17]([C:16]2[N:11]3[N:10]=[CH:9][C:8]([C:6]([C:2]4[S:1][CH:5]=[CH:4][CH:3]=4)=[O:7])=[C:12]3[N:13]=[CH:14][CH:15]=2)[CH:18]=1)[CH:69]([CH3:71])[CH3:70]. The yield is 0.980. (2) The reactants are FC(F)(F)C(O)=O.FC(F)(F)C(O)=O.FC(F)(F)C(O)=O.[F:22][C:23]1[CH:40]=[CH:39][C:26]2[N:27]=[C:28]([S:30][CH2:31][CH2:32][N:33]3[CH2:38][CH2:37][NH:36][CH2:35][CH2:34]3)[NH:29][C:25]=2[CH:24]=1.Br[CH2:42][C:43]([NH:45][C:46]1[C:47]([O:59][CH2:60][C:61]([F:64])([F:63])[F:62])=[N:48][C:49]([CH3:58])=[CH:50][C:51]=1[O:52][CH2:53][C:54]([F:57])([F:56])[F:55])=[O:44].C(=O)([O-])[O-].[K+].[K+].O. The catalyst is C(#N)C. The product is [F:22][C:23]1[CH:40]=[CH:39][C:26]2[N:27]=[C:28]([S:30][CH2:31][CH2:32][N:33]3[CH2:38][CH2:37][N:36]([CH2:42][C:43]([NH:45][C:46]4[C:47]([O:59][CH2:60][C:61]([F:64])([F:62])[F:63])=[N:48][C:49]([CH3:58])=[CH:50][C:51]=4[O:52][CH2:53][C:54]([F:56])([F:57])[F:55])=[O:44])[CH2:35][CH2:34]3)[NH:29][C:25]=2[CH:24]=1. The yield is 0.710. (3) The reactants are [C:1]1([CH2:7][CH2:8][N:9]2[C:14](=[O:15])[C:13]3[CH:16]=[C:17]([CH2:19][CH2:20][CH3:21])[S:18][C:12]=3[NH:11][C:10]2=[O:22])[CH:6]=[CH:5][CH:4]=[CH:3][CH:2]=1.Br[CH2:24][C:25]1[CH:30]=[CH:29][C:28]([C:31]2[CH:36]=[CH:35][CH:34]=[CH:33][C:32]=2[C:37]2[N:41]=[C:40](C(Cl)(Cl)Cl)[O:39][N:38]=2)=[CH:27][CH:26]=1.C(=O)([O-])[O-:47].[K+].[K+]. The catalyst is C(#N)C. The product is [O:47]=[C:40]1[O:39][N:38]=[C:37]([C:32]2[CH:33]=[CH:34][CH:35]=[CH:36][C:31]=2[C:28]2[CH:29]=[CH:30][C:25]([CH2:24][N:11]3[C:12]4[S:18][C:17]([CH2:19][CH2:20][CH3:21])=[CH:16][C:13]=4[C:14](=[O:15])[N:9]([CH2:8][CH2:7][C:1]4[CH:2]=[CH:3][CH:4]=[CH:5][CH:6]=4)[C:10]3=[O:22])=[CH:26][CH:27]=2)[NH:41]1. The yield is 0.610. (4) The reactants are C([C:3]1[NH:4][C:5]2[C:10]([CH:11]=1)=[C:9](OS(C(F)(F)F)(=O)=O)[CH:8]=[CH:7][CH:6]=2)#N.[B:20]1([B:20]2[O:24][C:23]([CH3:26])([CH3:25])[C:22]([CH3:28])([CH3:27])[O:21]2)[O:24][C:23]([CH3:26])([CH3:25])[C:22]([CH3:28])([CH3:27])[O:21]1.C([O-])(=O)C.[K+]. The catalyst is C1C=CC(P(C2C=CC=CC=2)[C-]2C=CC=C2)=CC=1.C1C=CC(P(C2C=CC=CC=2)[C-]2C=CC=C2)=CC=1.Cl[Pd]Cl.[Fe+2].CS(C)=O. The product is [CH3:27][C:22]1([CH3:28])[C:23]([CH3:26])([CH3:25])[O:24][B:20]([C:9]2[CH:8]=[CH:7][CH:6]=[C:5]3[C:10]=2[CH:11]=[CH:3][NH:4]3)[O:21]1. The yield is 0.390. (5) The reactants are Br[CH2:2][CH2:3][CH2:4][CH2:5][CH2:6][O:7][C:8]1[CH:13]=[CH:12][CH:11]=[C:10]([N+:14]([O-:16])=[O:15])[CH:9]=1.[F:17][C:18]1[CH:23]=[CH:22][C:21]([N:24]2[CH2:29][CH2:28][NH:27][CH2:26][CH2:25]2)=[CH:20][CH:19]=1.C(=O)([O-])[O-].[K+].[K+]. The catalyst is C(#N)C. The product is [F:17][C:18]1[CH:19]=[CH:20][C:21]([N:24]2[CH2:29][CH2:28][N:27]([CH2:2][CH2:3][CH2:4][CH2:5][CH2:6][O:7][C:8]3[CH:13]=[CH:12][CH:11]=[C:10]([N+:14]([O-:16])=[O:15])[CH:9]=3)[CH2:26][CH2:25]2)=[CH:22][CH:23]=1. The yield is 0.940. (6) The reactants are Cl[C:2]1[N:7]=[C:6]([NH:8][CH2:9][C:10]2[CH:15]=[CH:14][C:13]([F:16])=[CH:12][CH:11]=2)[CH:5]=[N:4][CH:3]=1.[CH3:17][C:18]1[NH:19][CH:20]=[CH:21][N:22]=1. No catalyst specified. The product is [F:16][C:13]1[CH:14]=[CH:15][C:10]([CH2:9][NH:8][C:6]2[CH:5]=[N:4][CH:3]=[C:2]([N:19]3[CH:20]=[CH:21][N:22]=[C:18]3[CH3:17])[N:7]=2)=[CH:11][CH:12]=1. The yield is 0.230. (7) The reactants are [Cl-].O[NH3+:3].[C:4](=[O:7])([O-])[OH:5].[Na+].CS(C)=O.[CH2:13]([C:17]1[N:18]=[C:19]([CH3:48])[N:20]([C:39]2[CH:44]=[CH:43][C:42]([O:45][CH3:46])=[C:41]([CH3:47])[CH:40]=2)[C:21](=[O:38])[C:22]=1[CH2:23][C:24]1[CH:29]=[CH:28][C:27]([C:30]2[C:31]([C:36]#[N:37])=[CH:32][CH:33]=[CH:34][CH:35]=2)=[CH:26][CH:25]=1)[CH2:14][CH2:15][CH3:16]. The catalyst is O.C(OCC)(=O)C. The product is [CH2:13]([C:17]1[N:18]=[C:19]([CH3:48])[N:20]([C:39]2[CH:44]=[CH:43][C:42]([O:45][CH3:46])=[C:41]([CH3:47])[CH:40]=2)[C:21](=[O:38])[C:22]=1[CH2:23][C:24]1[CH:25]=[CH:26][C:27]([C:30]2[CH:35]=[CH:34][CH:33]=[CH:32][C:31]=2[C:36]2[NH:3][C:4](=[O:7])[O:5][N:37]=2)=[CH:28][CH:29]=1)[CH2:14][CH2:15][CH3:16]. The yield is 0.650. (8) The product is [Cl:15][C:10]1[CH:11]=[CH:12][CH:13]=[CH:14][C:9]=1[C:8]1[O:7][C:6]([C:16]2[C:21]([CH3:22])=[CH:20][N:19]=[C:18]([NH:23][C:24](=[O:26])[CH3:25])[CH:17]=2)=[N:5][C:4]=1[C:1]1[CH:2]=[CH:30][NH:28][N:36]=1. The reactants are [C:1]([C:4]1[N:5]=[C:6]([C:16]2[C:21]([CH3:22])=[CH:20][N:19]=[C:18]([NH:23][C:24](=[O:26])[CH3:25])[CH:17]=2)[O:7][C:8]=1[C:9]1[CH:14]=[CH:13][CH:12]=[CH:11][C:10]=1[Cl:15])(=O)[CH3:2].C[N:28]([CH:30](OC)OC)C.O.[NH2:36]N. The yield is 0.350. The catalyst is C1(C)C=CC=CC=1. (9) The reactants are [N:1]1C=CC=C[C:2]=1C.Cl[S:9]([OH:12])(=O)=[O:10].[CH2:13]([O:20][CH2:21][C@@H:22]1[CH2:26][C@@H:25]([S:27][C:28]([C:41]2[CH:46]=[CH:45][CH:44]=[CH:43][CH:42]=2)([C:35]2[CH:40]=[CH:39][CH:38]=[CH:37][CH:36]=2)[C:29]2[CH:34]=[CH:33][CH:32]=[CH:31][CH:30]=2)[CH2:24][NH:23]1)[C:14]1[CH:19]=[CH:18][CH:17]=[CH:16][CH:15]=1.O=P(Cl)(Cl)Cl.CN. The catalyst is CCO.COCCOC. The product is [CH3:2][NH:1][S:9]([N:23]1[CH2:24][C@H:25]([S:27][C:28]([C:41]2[CH:46]=[CH:45][CH:44]=[CH:43][CH:42]=2)([C:35]2[CH:36]=[CH:37][CH:38]=[CH:39][CH:40]=2)[C:29]2[CH:30]=[CH:31][CH:32]=[CH:33][CH:34]=2)[CH2:26][C@H:22]1[CH2:21][O:20][CH2:13][C:14]1[CH:15]=[CH:16][CH:17]=[CH:18][CH:19]=1)(=[O:12])=[O:10]. The yield is 0.280. (10) The catalyst is CO. The product is [CH3:1][C@@H:2]1[C:7]([NH2:29])=[N:6][C:5]2[CH:9]=[C:10]([C:13]([CH2:22][CH2:23][CH2:24][C:25]([F:28])([F:27])[F:26])([C:15]([O:17][C:18]([CH3:21])([CH3:20])[CH3:19])=[O:16])[NH2:14])[CH:11]=[CH:12][C:4]=2[O:3]1. The yield is 0.850. The reactants are [CH3:1][C@@H:2]1[C:7](=S)[NH:6][C:5]2[CH:9]=[C:10]([C:13]([CH2:22][CH2:23][CH2:24][C:25]([F:28])([F:27])[F:26])([C:15]([O:17][C:18]([CH3:21])([CH3:20])[CH3:19])=[O:16])[NH2:14])[CH:11]=[CH:12][C:4]=2[O:3]1.[NH3:29].